From a dataset of Reaction yield outcomes from USPTO patents with 853,638 reactions. Predict the reaction yield, written as a fraction of the theoretical maximum amount of product (1.0 means a 100% yield; for example, 0.34 means a 34% yield). (1) The reactants are [H-].[H-].[H-].[H-].[Li+].[Al+3].[NH2:7][C@@H:8]([CH:15]([CH3:17])[CH3:16])[C:9]([N:11]1[CH2:14][CH2:13][CH2:12]1)=O.[OH-].[Na+].[O-]S([O-])(=O)=O.[Na+].[Na+]. The yield is 0.630. The catalyst is C1COCC1.O. The product is [N:11]1([CH2:9][C@@H:8]([NH2:7])[CH:15]([CH3:17])[CH3:16])[CH2:14][CH2:13][CH2:12]1. (2) The product is [CH2:19]([N:16]1[CH2:17][CH2:18][N:13]2[N:12]=[C:11]([NH:10][C:4]3[C:5](=[O:9])[N:6]([CH3:8])[CH:7]=[C:2]([B:22]4[O:26][C:25]([CH3:28])([CH3:27])[C:24]([CH3:30])([CH3:29])[O:23]4)[CH:3]=3)[CH:21]=[C:14]2[CH2:15]1)[CH3:20]. The yield is 0.300. The reactants are Br[C:2]1[CH:3]=[C:4]([NH:10][C:11]2[CH:21]=[C:14]3[CH2:15][N:16]([CH2:19][CH3:20])[CH2:17][CH2:18][N:13]3[N:12]=2)[C:5](=[O:9])[N:6]([CH3:8])[CH:7]=1.[B:22]1([B:22]2[O:26][C:25]([CH3:28])([CH3:27])[C:24]([CH3:30])([CH3:29])[O:23]2)[O:26][C:25]([CH3:28])([CH3:27])[C:24]([CH3:30])([CH3:29])[O:23]1.CC(C1C=C(C(C)C)C(C2C=CC=CC=2P(C2CCCCC2)C2CCCCC2)=C(C(C)C)C=1)C.C([O-])(=O)C.[K+]. The catalyst is C1C=CC(/C=C/C(/C=C/C2C=CC=CC=2)=O)=CC=1.C1C=CC(/C=C/C(/C=C/C2C=CC=CC=2)=O)=CC=1.C1C=CC(/C=C/C(/C=C/C2C=CC=CC=2)=O)=CC=1.[Pd].[Pd].O1CCOCC1.